Dataset: hERG Central: cardiac toxicity at 1µM, 10µM, and general inhibition. Task: Predict hERG channel inhibition at various concentrations. (1) The drug is CCc1ccc(Nc2n[n+](-c3ccccc3)c(-c3cc(OC)c(OC)cc3Br)s2)cc1.[Cl-]. Results: hERG_inhib (hERG inhibition (general)): blocker. (2) The compound is O=c1c2[nH]c3ccc(Br)cc3c2ncn1CCCn1ccnc1. Results: hERG_inhib (hERG inhibition (general)): blocker. (3) The molecule is Cc1c(O)ccc2c(CN3CCN(C/C=C/c4ccccc4)CC3)cc(=O)oc12. Results: hERG_inhib (hERG inhibition (general)): blocker. (4) The compound is Cc1cc(C)c2nc(N(CCCN(C)C)C(=O)c3ccc4c(c3)OCCO4)sc2c1.Cl. Results: hERG_inhib (hERG inhibition (general)): blocker. (5) The molecule is Clc1ccc(SCCCN2CCCCC2)cc1.O=C(O)C(=O)O. Results: hERG_inhib (hERG inhibition (general)): blocker. (6) The drug is Cc1ccc2nc(NC(=O)CSc3nc(=O)n(CCCN(C)C)c4c3CCC4)sc2c1. Results: hERG_inhib (hERG inhibition (general)): blocker. (7) The drug is Cc1c(CNCCc2ccc(Cl)cc2)c(C(=O)O)c(C)n1Cc1ccccc1. Results: hERG_inhib (hERG inhibition (general)): blocker.